This data is from Reaction yield outcomes from USPTO patents with 853,638 reactions. The task is: Predict the reaction yield, written as a fraction of the theoretical maximum amount of product (1.0 means a 100% yield; for example, 0.34 means a 34% yield). (1) The reactants are [CH3:1][O:2][C:3]1[CH:8]=[C:7]([O:9][CH3:10])[CH:6]=[CH:5][C:4]=1[C:11]1[N:16]([CH2:17][C:18]([O:20]CC)=[O:19])[C:15](=[S:23])[NH:14][C:13](=[O:24])[CH:12]=1.[OH-].[Na+]. The catalyst is CO. The product is [CH3:1][O:2][C:3]1[CH:8]=[C:7]([O:9][CH3:10])[CH:6]=[CH:5][C:4]=1[C:11]1[N:16]([CH2:17][C:18]([OH:20])=[O:19])[C:15](=[S:23])[NH:14][C:13](=[O:24])[CH:12]=1. The yield is 0.990. (2) The reactants are [C:1]1([CH2:7][S:8](Cl)(=[O:10])=[O:9])[CH:6]=[CH:5][CH:4]=[CH:3][CH:2]=1.[Br:12][C:13]1[CH:18]=[CH:17][C:16]([C@H:19]([NH2:21])[CH3:20])=[CH:15][CH:14]=1.O.Cl. The catalyst is N1C=CC=CC=1. The product is [Br:12][C:13]1[CH:18]=[CH:17][C:16]([C@H:19]([NH:21][S:8]([CH2:7][C:1]2[CH:6]=[CH:5][CH:4]=[CH:3][CH:2]=2)(=[O:10])=[O:9])[CH3:20])=[CH:15][CH:14]=1. The yield is 0.730.